This data is from Catalyst prediction with 721,799 reactions and 888 catalyst types from USPTO. The task is: Predict which catalyst facilitates the given reaction. (1) Reactant: [Li]CCCC.[CH:6]([NH:9]C(C)C)(C)[CH3:7].C(#N)C.[O:16]([C:23]1[CH:30]=[CH:29][C:26]([C:27]#[N:28])=[CH:25][CH:24]=1)[C:17]1[CH:22]=[CH:21][CH:20]=[CH:19][CH:18]=1.[Cl-].[NH4+].Cl. Product: [NH2:28][C:27]([C:26]1[CH:25]=[CH:24][C:23]([O:16][C:17]2[CH:18]=[CH:19][CH:20]=[CH:21][CH:22]=2)=[CH:30][CH:29]=1)=[CH:7][C:6]#[N:9]. The catalyst class is: 20. (2) Reactant: [CH3:1][C:2]1O[C:6](=[O:8])[CH:5]=[C:4]([OH:9])[CH:3]=1.[CH3:10][S:11][C:12]1[CH:19]=[CH:18][CH:17]=[CH:16][C:13]=1[CH2:14][NH2:15]. Product: [CH3:10][S:11][C:12]1[CH:19]=[CH:18][CH:17]=[CH:16][C:13]=1[CH2:14][N:15]1[C:2]([CH3:1])=[CH:3][C:4]([OH:9])=[CH:5][C:6]1=[O:8]. The catalyst class is: 6. (3) Reactant: [F:1][C@H:2]1[C@H:7]([OH:8])[CH2:6][CH2:5][N:4]([C:9]([O:11][CH2:12][C:13]2[CH:18]=[CH:17][CH:16]=[CH:15][CH:14]=2)=[O:10])[CH2:3]1.CC([O-])(C)C.[K+].C1COCC1.[N:30]1[N:31]=[C:32]([C:39]2[CH:48]=[CH:47][C:46]3[C:41](=[C:42](F)[CH:43]=[CH:44][CH:45]=3)[N:40]=2)[N:33]2[CH:38]=[CH:37][CH:36]=[CH:35][C:34]=12. Product: [N:30]1[N:31]=[C:32]([C:39]2[CH:48]=[CH:47][C:46]3[C:41](=[C:42]([O:8][C@@H:7]4[CH2:6][CH2:5][N:4]([C:9]([O:11][CH2:12][C:13]5[CH:18]=[CH:17][CH:16]=[CH:15][CH:14]=5)=[O:10])[CH2:3][C@H:2]4[F:1])[CH:43]=[CH:44][CH:45]=3)[N:40]=2)[N:33]2[CH:38]=[CH:37][CH:36]=[CH:35][C:34]=12. The catalyst class is: 3. (4) Reactant: [C:1]([O:5][C:6](=[O:23])[NH:7][CH2:8][CH2:9][C:10]1[CH:15]=[CH:14][CH:13]=[C:12]([C:16]2[S:17][C:18]([CH:21]=O)=[CH:19][CH:20]=2)[CH:11]=1)([CH3:4])([CH3:3])[CH3:2].[S:24]1[CH2:28][C:27](=[O:29])[NH:26][C:25]1=[O:30].C([O-])(=O)C.[NH2+]1CCCCC1. Product: [O:30]=[C:25]1[NH:26][C:27](=[O:29])[C:28](=[CH:21][C:18]2[S:17][C:16]([C:12]3[CH:11]=[C:10]([CH:15]=[CH:14][CH:13]=3)[CH2:9][CH2:8][NH:7][C:6](=[O:23])[O:5][C:1]([CH3:4])([CH3:3])[CH3:2])=[CH:20][CH:19]=2)[S:24]1. The catalyst class is: 11. (5) Reactant: C[O:2][C:3]1[C:4]([C:10]([NH2:12])=[O:11])=[N:5][CH:6]=[CH:7][N+:8]=1[O-:9]. Product: [OH:2][C:3]1[C:4]([C:10]([NH2:12])=[O:11])=[N:5][CH:6]=[CH:7][N+:8]=1[O-:9]. The catalyst class is: 201. (6) Reactant: [NH2:1][C:2]1[S:3][CH:4]=[CH:5][N:6]=1.[CH3:7][C:8]1[CH:13]=[CH:12][CH:11]=[C:10]([CH3:14])[C:9]=1[N+:15]#[C-:16].[N:17]1[CH:22]=[CH:21][CH:20]=[C:19]([CH:23]=O)[CH:18]=1. Product: [CH3:7][C:8]1[CH:13]=[CH:12][CH:11]=[C:10]([CH3:14])[C:9]=1[NH:15][C:16]1[N:6]2[C:2]([S:3][CH:4]=[CH:5]2)=[N:1][C:23]=1[C:19]1[CH:18]=[N:17][CH:22]=[CH:21][CH:20]=1. The catalyst class is: 519. (7) Reactant: [F:1][C:2]1[C:10]([F:11])=[C:9]([F:12])[CH:8]=[CH:7][C:3]=1[C:4](O)=[O:5].N1C=CC=CC=1.C(Cl)(=O)C([Cl:22])=O. Product: [F:1][C:2]1[C:10]([F:11])=[C:9]([F:12])[CH:8]=[CH:7][C:3]=1[C:4]([Cl:22])=[O:5]. The catalyst class is: 11. (8) Reactant: Cl[C:2]1[CH:7]=[CH:6][N:5]=[C:4]2[NH:8][CH:9]=[CH:10][C:3]=12.[CH2:11]([O:18][C:19]1[CH:24]=[CH:23][C:22]([OH:25])=[CH:21][CH:20]=1)[C:12]1[CH:17]=[CH:16][CH:15]=[CH:14][CH:13]=1.C(O)(C(F)(F)F)=O. Product: [CH2:11]([O:18][C:19]1[CH:20]=[CH:21][C:22]([O:25][C:2]2[CH:7]=[CH:6][N:5]=[C:4]3[NH:8][CH:9]=[CH:10][C:3]=23)=[CH:23][CH:24]=1)[C:12]1[CH:13]=[CH:14][CH:15]=[CH:16][CH:17]=1. The catalyst class is: 424. (9) Reactant: [CH3:1][C:2]1([CH3:14])[C:6]([CH3:8])([CH3:7])[O:5][B:4]([C:9]2[CH:10]=[N:11][NH:12][CH:13]=2)[O:3]1.CS(O[CH:20]1[CH2:25][CH2:24][O:23][CH2:22][CH2:21]1)(=O)=O.[H-].[Na+]. Product: [O:23]1[CH2:24][CH2:25][CH:20]([N:12]2[CH:13]=[C:9]([B:4]3[O:5][C:6]([CH3:7])([CH3:8])[C:2]([CH3:14])([CH3:1])[O:3]3)[CH:10]=[N:11]2)[CH2:21][CH2:22]1. The catalyst class is: 42.